From a dataset of Full USPTO retrosynthesis dataset with 1.9M reactions from patents (1976-2016). Predict the reactants needed to synthesize the given product. (1) Given the product [CH3:1][N:2]1[C:7](=[O:8])[C:6]([N+:28]([O-:29])=[O:27])=[C:5]([C:9]2[CH:14]=[CH:13][N:12]=[CH:11][CH:10]=2)[N:4]=[C:3]1[CH:15]1[CH2:20][CH2:19][N:18]([CH3:21])[CH2:17][CH2:16]1, predict the reactants needed to synthesize it. The reactants are: [CH3:1][N:2]1[C:7](=[O:8])[CH:6]=[C:5]([C:9]2[CH:14]=[CH:13][N:12]=[CH:11][CH:10]=2)[N:4]=[C:3]1[CH:15]1[CH2:20][CH2:19][N:18]([CH3:21])[CH2:17][CH2:16]1.F[B-](F)(F)F.[O:27]=[N+:28]=[O:29]. (2) Given the product [CH3:26][CH:9]1[CH2:10][N:11]([C:14]2[O:15][C:16]3[CH:22]=[CH:21][CH:20]=[C:19]([C:23](=[O:25])[NH:40][CH:34]4[CH2:33][CH:32]5[N:31]([CH3:30])[CH:36]([CH2:37][CH2:38][CH2:39]5)[CH2:35]4)[C:17]=3[N:18]=2)[CH2:12][CH2:13][N:8]1[C:6]([O:5][C:1]([CH3:3])([CH3:4])[CH3:2])=[O:7], predict the reactants needed to synthesize it. The reactants are: [C:1]([O:5][C:6]([N:8]1[CH2:13][CH2:12][N:11]([C:14]2[O:15][C:16]3[C:17](=[C:19]([C:23]([O-:25])=O)[CH:20]=[CH:21][CH:22]=3)[N:18]=2)[CH2:10][CH:9]1[CH3:26])=[O:7])([CH3:4])([CH3:3])[CH3:2].[Li+].Cl.Cl.[CH3:30][N:31]1[CH:36]2[CH2:37][CH2:38][CH2:39][CH:32]1[CH2:33][CH:34]([NH2:40])[CH2:35]2. (3) Given the product [NH2:24][C:10](=[O:11])[C@H:9]([NH:8][C:6](=[O:7])[O:5][C:1]([CH3:4])([CH3:3])[CH3:2])[CH3:13], predict the reactants needed to synthesize it. The reactants are: [C:1]([O:5][C:6]([NH:8][C@H:9]([CH3:13])[C:10](O)=[O:11])=[O:7])([CH3:4])([CH3:3])[CH3:2].C(Cl)CCl.C1C=CC2N(O)N=[N:24]C=2C=1.N.O1CCOCC1.CN1CCOCC1. (4) Given the product [CH3:1][O:2][C:3](=[O:20])[CH2:4][C:5]1[CH:10]=[CH:9][CH:8]=[C:7]([NH:11][C:12]([C:14]2[O:15][C:16]([C:21]3[CH:26]=[CH:25][CH:24]=[CH:23][CH:22]=3)=[CH:17][CH:18]=2)=[O:13])[CH:6]=1, predict the reactants needed to synthesize it. The reactants are: [CH3:1][O:2][C:3](=[O:20])[CH2:4][C:5]1[CH:10]=[CH:9][CH:8]=[C:7]([NH:11][C:12]([C:14]2[O:15][C:16](Br)=[CH:17][CH:18]=2)=[O:13])[CH:6]=1.[C:21]1(B(O)O)[CH:26]=[CH:25][CH:24]=[CH:23][CH:22]=1. (5) The reactants are: [O:1]1[CH2:6][CH2:5][CH:4]([C:7]([OH:9])=O)[CH2:3][CH2:2]1.C1C=CC2N(O)N=NC=2C=1.C(Cl)CCl.[CH:24]([C:28]1[CH:32]=[C:31]([NH:33][C:34]([N:36]2[CH2:42][CH2:41][CH2:40][NH:39][CH2:38][CH2:37]2)=[O:35])[O:30][N:29]=1)([CH2:26][CH3:27])[CH3:25]. Given the product [CH:24]([C:28]1[CH:32]=[C:31]([NH:33][C:34]([N:36]2[CH2:42][CH2:41][CH2:40][N:39]([C:7]([CH:4]3[CH2:3][CH2:2][O:1][CH2:6][CH2:5]3)=[O:9])[CH2:38][CH2:37]2)=[O:35])[O:30][N:29]=1)([CH2:26][CH3:27])[CH3:25], predict the reactants needed to synthesize it. (6) Given the product [Cl:3][C:4]1[C:9]([C:10]2[N:11]([CH2:22][CH:23]3[CH2:28][CH2:27][CH2:26][CH2:25][CH2:24]3)[C:12]3[CH:18]=[C:17]([F:19])[C:16]([F:20])=[CH:15][C:13]=3[N:14]=2)=[CH:8][CH:7]=[CH:6][N:5]=1, predict the reactants needed to synthesize it. The reactants are: [H-].[Na+].[Cl:3][C:4]1[C:9]([C:10]2[NH:14][C:13]3[CH:15]=[C:16]([F:20])[C:17]([F:19])=[CH:18][C:12]=3[N:11]=2)=[CH:8][CH:7]=[CH:6][N:5]=1.Br[CH2:22][CH:23]1[CH2:28][CH2:27][CH2:26][CH2:25][CH2:24]1. (7) Given the product [O:27]1[C:31]2[CH:32]=[CH:33][CH:34]=[CH:35][C:30]=2[CH:29]([NH:36][C:8]2[CH:7]=[CH:6][C:5]3[C:10](=[CH:11][CH:12]=[CH:13][C:4]=3[NH:1][S:23]([C:18]3[CH:17]=[C:16]([F:15])[CH:21]=[C:20]([F:22])[CH:19]=3)(=[O:25])=[O:24])[N:9]=2)[CH2:28]1, predict the reactants needed to synthesize it. The reactants are: [N+:1]([C:4]1[CH:13]=[CH:12][CH:11]=[C:10]2[C:5]=1[CH:6]=[CH:7][C:8](Cl)=[N:9]2)([O-])=O.[F:15][C:16]1[CH:17]=[C:18]([S:23](Cl)(=[O:25])=[O:24])[CH:19]=[C:20]([F:22])[CH:21]=1.[O:27]1[C:31]2[CH:32]=[CH:33][CH:34]=[CH:35][C:30]=2[CH:29]([NH2:36])[CH2:28]1. (8) Given the product [NH2:11][C:7]1[C:6]2[C:2]([C:18]3[CH:17]=[CH:16][C:15]([NH:29][C:30](=[O:36])[O:31][C:32]([CH3:33])([CH3:34])[CH3:35])=[C:14]([O:13][CH3:12])[CH:19]=3)=[CH:3][O:4][C:5]=2[CH:10]=[CH:9][N:8]=1, predict the reactants needed to synthesize it. The reactants are: Br[C:2]1[C:6]2[C:7]([NH2:11])=[N:8][CH:9]=[CH:10][C:5]=2[O:4][CH:3]=1.[CH3:12][O:13][C:14]1[CH:19]=[C:18](B2OC(C)(C)C(C)(C)O2)[CH:17]=[CH:16][C:15]=1[NH:29][C:30](=[O:36])[O:31][C:32]([CH3:35])([CH3:34])[CH3:33].C(=O)([O-])[O-].[Na+].[Na+]. (9) Given the product [Cl:91][C:92]1[CH:101]=[CH:100][C:99]([S:102]([N:105]2[C:111](=[O:112])/[C:110](=[CH:113]/[C:114]3[CH:119]=[C:118]([Cl:120])[CH:117]=[CH:116][C:115]=3[O:121][CH3:122])/[CH2:109][NH:108][C:107](=[O:123])[CH2:106]2)(=[O:104])=[O:103])=[CH:98][C:93]=1[C:94]([OH:96])=[O:95].[CH2:1]([CH:8]1[C:14](=[O:15])[N:13]([S:16]([C:19]2[CH:27]=[CH:26][C:22]([C:23]([O:25][CH3:29])=[O:24])=[CH:21][CH:20]=2)(=[O:18])=[O:17])[CH2:12][C:11](=[O:28])[NH:10][CH2:9]1)[C:2]1[CH:7]=[CH:6][CH:5]=[CH:4][CH:3]=1, predict the reactants needed to synthesize it. The reactants are: [CH2:1]([CH:8]1[C:14](=[O:15])[N:13]([S:16]([C:19]2[CH:27]=[CH:26][C:22]([C:23]([OH:25])=[O:24])=[CH:21][CH:20]=2)(=[O:18])=[O:17])[CH2:12][C:11](=[O:28])[NH:10][CH2:9]1)[C:2]1[CH:7]=[CH:6][CH:5]=[CH:4][CH:3]=1.[C:29](OC(C1C=CC(S(N)(=O)=O)=CC=1)=O)(C)(C)C.C(C1C(=O)N(S(C2C=C(C=CC=2)C(O)=O)(=O)=O)CC(=O)NC1)C1C=CC=CC=1.C(OC(C1C=C(S(N)(=O)=O)C=CC=1)=O)(C)(C)C.[Cl:91][C:92]1[CH:101]=[CH:100][C:99]([S:102]([N:105]2[C:111](=[O:112])/[C:110](=[CH:113]/[C:114]3[CH:119]=[C:118]([Cl:120])[CH:117]=[CH:116][C:115]=3[O:121][CH3:122])/[CH2:109][NH:108][C:107](=[O:123])[CH2:106]2)(=[O:104])=[O:103])=[CH:98][C:93]=1[C:94]([O:96]C)=[O:95].